Dataset: Reaction yield outcomes from USPTO patents with 853,638 reactions. Task: Predict the reaction yield, written as a fraction of the theoretical maximum amount of product (1.0 means a 100% yield; for example, 0.34 means a 34% yield). (1) The catalyst is CC(N(C)C)=O. The yield is 0.450. The product is [F:16][C:15]1[C:10]([NH:9][CH2:8][C@H:5]2[CH2:4][CH2:3][C@H:2]([N:1]3[CH2:34][CH2:33][CH2:32][CH2:31]3)[CH2:7][CH2:6]2)=[N:11][C:12]([NH:17][CH2:18][C:19]2[CH:24]=[CH:23][CH:22]=[CH:21][C:20]=2[O:25][C:26]([F:27])([F:28])[F:29])=[N:13][CH:14]=1. The reactants are [NH2:1][C@H:2]1[CH2:7][CH2:6][C@H:5]([CH2:8][NH:9][C:10]2[C:15]([F:16])=[CH:14][N:13]=[C:12]([NH:17][CH2:18][C:19]3[CH:24]=[CH:23][CH:22]=[CH:21][C:20]=3[O:25][C:26]([F:29])([F:28])[F:27])[N:11]=2)[CH2:4][CH2:3]1.Br[CH2:31][CH2:32][CH2:33][CH2:34]Br. (2) The reactants are Cl[C:2]1[N:7]=[CH:6][N:5]=[C:4]([NH:8][C:9]2[CH:14]=[CH:13][C:12]([N:15]3[CH2:20][CH2:19][O:18][CH2:17][CH2:16]3)=[CH:11][CH:10]=2)[CH:3]=1.[CH2:21]([CH2:23][NH2:24])[OH:22].CCN(C(C)C)C(C)C. The catalyst is CCCCO. The product is [O:18]1[CH2:19][CH2:20][N:15]([C:12]2[CH:13]=[CH:14][C:9]([NH:8][C:4]3[N:5]=[CH:6][N:7]=[C:2]([NH:24][CH2:23][CH2:21][OH:22])[CH:3]=3)=[CH:10][CH:11]=2)[CH2:16][CH2:17]1. The yield is 0.770. (3) The reactants are [Cl:1][C:2]1[CH:10]=[C:9]2[C:5]([C:6]([CH:11]=[O:12])=[CH:7][NH:8]2)=[CH:4][C:3]=1[C:13]1[CH:18]=[CH:17][C:16]([C:19]2([OH:23])[CH2:22][CH2:21][CH2:20]2)=[CH:15][C:14]=1[F:24].Cl([O-])=[O:26].[Na+].O.OP([O-])(O)=O.[Na+].CC(=CC)C. The catalyst is C(#N)C.C(O)(C)(C)C.O. The product is [Cl:1][C:2]1[CH:10]=[C:9]2[C:5]([C:6]([C:11]([OH:26])=[O:12])=[CH:7][NH:8]2)=[CH:4][C:3]=1[C:13]1[CH:18]=[CH:17][C:16]([C:19]2([OH:23])[CH2:22][CH2:21][CH2:20]2)=[CH:15][C:14]=1[F:24]. The yield is 0.200. (4) The reactants are [C:1]([C:3]1[CH:8]=[CH:7][C:6]([NH:9][C:10](=[O:38])[CH2:11][C:12]2[CH:17]=[CH:16][C:15]([C:18]3[CH:19]=[N:20][C:21]([O:27]CC4C=CC(OC)=CC=4)=[C:22]([O:24][CH2:25][CH3:26])[CH:23]=3)=[CH:14][C:13]=2[F:37])=[CH:5][C:4]=1[C:39]([F:42])([F:41])[F:40])#[N:2].Cl. No catalyst specified. The product is [C:1]([C:3]1[CH:8]=[CH:7][C:6]([NH:9][C:10](=[O:38])[CH2:11][C:12]2[CH:17]=[CH:16][C:15]([C:18]3[CH:23]=[C:22]([O:24][CH2:25][CH3:26])[C:21](=[O:27])[NH:20][CH:19]=3)=[CH:14][C:13]=2[F:37])=[CH:5][C:4]=1[C:39]([F:41])([F:42])[F:40])#[N:2]. The yield is 0.247. (5) The reactants are [C:1]([O:5][C:6]([N:8]1[CH2:13][CH2:12][CH:11]([N:14]2[CH:18]=[C:17]([C:19]([OH:21])=O)[NH:16][C:15]2=[O:22])[CH2:10][CH2:9]1)=[O:7])([CH3:4])([CH3:3])[CH3:2].C[N:24](C)C=O.C(Cl)(=O)C(Cl)=O. The catalyst is O1CCCC1.O. The product is [C:19]([C:17]1[NH:16][C:15](=[O:22])[N:14]([CH:11]2[CH2:10][CH2:9][N:8]([C:6]([O:5][C:1]([CH3:3])([CH3:2])[CH3:4])=[O:7])[CH2:13][CH2:12]2)[CH:18]=1)(=[O:21])[NH2:24]. The yield is 0.790. (6) The reactants are [CH2:1]1[CH2:5][O:4][CH2:3][CH2:2]1.O[C:7]12[CH2:16]C3CC([CH2:15][CH:9]([N:10]3[C:17]([O:19][C:20]([CH3:23])([CH3:22])[CH3:21])=[O:18])[CH2:8]1)[CH2:14]2.[H-].[K+].CI. The catalyst is CCOC(C)=O. The product is [CH3:3][O:4][C:5]12[CH2:1][CH:2]3[CH2:16][CH:7]([CH2:8][CH:9]([N:10]3[C:17]([O:19][C:20]([CH3:23])([CH3:22])[CH3:21])=[O:18])[CH2:15]1)[CH2:14]2. The yield is 0.700. (7) The reactants are Br[CH2:2][CH2:3][CH2:4][CH2:5][O:6][C:7]1[CH:8]=[C:9]2[C:13](=[CH:14][CH:15]=1)[N:12]([C:16]1[CH:21]=[CH:20][C:19]([F:22])=[CH:18][CH:17]=1)[CH:11]=[CH:10]2.[CH2:23]([CH2:26][NH2:27])[CH:24]=C.[CH3:28]N(C=O)C. No catalyst specified. The product is [CH2:26]([N:27]([CH2:2][CH2:3][CH2:4][CH2:5][O:6][C:7]1[CH:8]=[C:9]2[C:13](=[CH:14][CH:15]=1)[N:12]([C:16]1[CH:21]=[CH:20][C:19]([F:22])=[CH:18][CH:17]=1)[CH:11]=[CH:10]2)[CH3:28])[CH:23]=[CH2:24]. The yield is 0.770.